Dataset: Peptide-MHC class I binding affinity with 185,985 pairs from IEDB/IMGT. Task: Regression. Given a peptide amino acid sequence and an MHC pseudo amino acid sequence, predict their binding affinity value. This is MHC class I binding data. (1) The binding affinity (normalized) is 0.403. The peptide sequence is APGNFPYL. The MHC is H-2-Kb with pseudo-sequence H-2-Kb. (2) The peptide sequence is ETTEANAGQ. The MHC is HLA-A26:01 with pseudo-sequence HLA-A26:01. The binding affinity (normalized) is 0.412. (3) The peptide sequence is RFPRAHKY. The MHC is HLA-B27:05 with pseudo-sequence HLA-B27:05. The binding affinity (normalized) is 0. (4) The MHC is BoLA-T2a with pseudo-sequence BoLA-T2a. The peptide sequence is HTSALSLGY. The binding affinity (normalized) is 0.0641. (5) The peptide sequence is TVMAFHLSTR. The MHC is HLA-A68:01 with pseudo-sequence HLA-A68:01. The binding affinity (normalized) is 0.862.